Dataset: Forward reaction prediction with 1.9M reactions from USPTO patents (1976-2016). Task: Predict the product of the given reaction. (1) Given the reactants [CH3:1][O:2][C:3]1[CH:4]=[C:5]([CH:33]=[CH:34][C:35]=1[O:36][CH3:37])[CH2:6][NH:7][C:8]1[N:13]2[N:14]=[C:15]([C:17]3[O:18][CH:19]=[CH:20][CH:21]=3)[N:16]=[C:12]2[CH:11]=[C:10]([C:22]2[CH:27]=[CH:26][CH:25]=[C:24]([CH:28]3OCC[O:29]3)[CH:23]=2)[N:9]=1.Cl.[OH-].[Na+], predict the reaction product. The product is: [CH3:1][O:2][C:3]1[CH:4]=[C:5]([CH:33]=[CH:34][C:35]=1[O:36][CH3:37])[CH2:6][NH:7][C:8]1[N:13]2[N:14]=[C:15]([C:17]3[O:18][CH:19]=[CH:20][CH:21]=3)[N:16]=[C:12]2[CH:11]=[C:10]([C:22]2[CH:27]=[CH:26][CH:25]=[C:24]([CH:28]=[O:29])[CH:23]=2)[N:9]=1. (2) Given the reactants [Br:1][CH2:2][CH2:3][CH2:4][N:5]([C@H:43]([CH3:48])[C:44]([O:46][CH3:47])=[O:45])[S:6]([C:9]1[CH:14]=[C:13]([F:15])[C:12]([CH2:16][S:17][C:18]2[N:19]([C:35]3[CH:40]=[CH:39][C:38]([F:41])=[CH:37][CH:36]=3)[C:20]([C:23]([C:26]3[CH:31]=[CH:30][C:29]([Cl:32])=[C:28]([O:33][CH3:34])[CH:27]=3)([CH3:25])[CH3:24])=[CH:21][N:22]=2)=[C:11]([F:42])[CH:10]=1)(=[O:8])=[O:7].[CH2:49]1[N:54]2[CH2:55][CH2:56][N:51]([CH2:52][CH2:53]2)[CH2:50]1, predict the reaction product. The product is: [Br-:1].[Cl:32][C:29]1[CH:30]=[CH:31][C:26]([C:23]([C:20]2[N:19]([C:35]3[CH:40]=[CH:39][C:38]([F:41])=[CH:37][CH:36]=3)[C:18]([S:17][CH2:16][C:12]3[C:13]([F:15])=[CH:14][C:9]([S:6]([N:5]([CH2:4][CH2:3][CH2:2][N+:51]45[CH2:56][CH2:55][N:54]([CH2:53][CH2:52]4)[CH2:49][CH2:50]5)[C@H:43]([CH3:48])[C:44]([O:46][CH3:47])=[O:45])(=[O:8])=[O:7])=[CH:10][C:11]=3[F:42])=[N:22][CH:21]=2)([CH3:25])[CH3:24])=[CH:27][C:28]=1[O:33][CH3:34].